This data is from Catalyst prediction with 721,799 reactions and 888 catalyst types from USPTO. The task is: Predict which catalyst facilitates the given reaction. (1) Reactant: [ClH:1].Cl.[NH2:3][C:4]1[CH:23]=[CH:22][C:7]2[CH:8]=[C:9]([C:11]([NH:13][C@@H:14]3[CH:19]4[CH2:20][CH2:21][N:16]([CH2:17][CH2:18]4)[CH2:15]3)=[O:12])[S:10][C:6]=2[CH:5]=1.C(N(CC)CC)C.[N+:31]([C:34]1[CH:39]=[CH:38][CH:37]=[CH:36][C:35]=1[N:40]=[C:41]=[O:42])([O-:33])=[O:32]. Product: [ClH:1].[N:16]12[CH2:21][CH2:20][CH:19]([CH2:18][CH2:17]1)[C@@H:14]([NH:13][C:11]([C:9]1[S:10][C:6]3[CH:5]=[C:4]([NH:3][C:41]([NH:40][C:35]4[CH:36]=[CH:37][CH:38]=[CH:39][C:34]=4[N+:31]([O-:33])=[O:32])=[O:42])[CH:23]=[CH:22][C:7]=3[CH:8]=1)=[O:12])[CH2:15]2. The catalyst class is: 1. (2) Reactant: CC1(C)C(C)(C)OB([C:9]2[CH2:10][CH2:11][N:12]([C:15]([O:17][C:18]([CH3:21])([CH3:20])[CH3:19])=[O:16])[CH2:13][CH:14]=2)O1.[CH3:23][O:24][C:25](=[O:35])[CH2:26][C:27]1[CH:32]=[C:31]([Cl:33])[CH:30]=[CH:29][C:28]=1Br.[O-]P([O-])([O-])=O.[K+].[K+].[K+]. The catalyst class is: 427. Product: [Cl:33][C:31]1[CH:30]=[CH:29][C:28]([C:9]2[CH2:10][CH2:11][N:12]([C:15]([O:17][C:18]([CH3:19])([CH3:20])[CH3:21])=[O:16])[CH2:13][CH:14]=2)=[C:27]([CH2:26][C:25]([O:24][CH3:23])=[O:35])[CH:32]=1. (3) Reactant: [NH3:1].CO.[Br:4][C:5]1[C:6]([F:17])=[C:7]2[C:11](=[C:12]([C:14](O)=[O:15])[CH:13]=1)[NH:10][CH:9]=[CH:8]2. Product: [Br:4][C:5]1[C:6]([F:17])=[C:7]2[C:11](=[C:12]([C:14]([NH2:1])=[O:15])[CH:13]=1)[NH:10][CH:9]=[CH:8]2. The catalyst class is: 2. (4) Reactant: [CH:1]1([C:7]([CH2:18][O:19]C)([C:13](OCC)=[O:14])[C:8]([O:10][CH2:11]C)=O)[CH2:6][CH2:5][CH2:4][CH2:3][CH2:2]1.[H-].[Al+3].[Li+].[H-].[H-].[H-].[OH-].[Na+].S([O-])([O-])(=O)=O.[Na+].[Na+]. Product: [CH:1]1([C:7]([CH2:8][O:10][CH3:11])([CH2:13][OH:14])[CH2:18][OH:19])[CH2:6][CH2:5][CH2:4][CH2:3][CH2:2]1. The catalyst class is: 30. (5) Product: [CH2:50]([O:49][C:47](=[O:48])[CH2:46][O:45][CH2:44][CH2:43][O:42][CH:30]([N:27]=[N+:28]=[N-:29])[CH2:31][O:32][C:33]1[CH:41]=[CH:40][CH:39]=[C:35]([C:36](=[O:37])[NH:8][CH2:9][CH2:10][NH:11][C:12](=[O:17])[C:13]([F:16])([F:15])[F:14])[CH:34]=1)[CH3:51]. Reactant: FC(F)(F)C(O)=O.[NH2:8][CH2:9][CH2:10][NH:11][C:12](=[O:17])[C:13]([F:16])([F:15])[F:14].CCN(C(C)C)C(C)C.[N:27]([CH:30]([O:42][CH2:43][CH2:44][O:45][CH2:46][C:47]([O:49][CH2:50][CH3:51])=[O:48])[CH2:31][O:32][C:33]1[CH:34]=[C:35]([CH:39]=[CH:40][CH:41]=1)[C:36](O)=[O:37])=[N+:28]=[N-:29].C1CN([P+](ON2N=NC3C=CC=CC2=3)(N2CCCC2)N2CCCC2)CC1.F[P-](F)(F)(F)(F)F. The catalyst class is: 3. (6) Reactant: [NH2:1][C:2]1[CH:11]=[CH:10][CH:9]=[C:8]2[C:3]=1[CH2:4][CH2:5][N:6]([C:12]([O:14][C:15]([CH3:18])([CH3:17])[CH3:16])=[O:13])[CH2:7]2.[Cl:19][C:20]1[C:21]([O:31][CH3:32])=[CH:22][C:23]([O:29][CH3:30])=[C:24]([CH:28]=1)[C:25](Cl)=[O:26]. Product: [Cl:19][C:20]1[C:21]([O:31][CH3:32])=[CH:22][C:23]([O:29][CH3:30])=[C:24]([CH:28]=1)[C:25]([NH:1][C:2]1[CH:11]=[CH:10][CH:9]=[C:8]2[C:3]=1[CH2:4][CH2:5][N:6]([C:12]([O:14][C:15]([CH3:18])([CH3:17])[CH3:16])=[O:13])[CH2:7]2)=[O:26]. The catalyst class is: 236. (7) Reactant: [CH:1]1([C:4]([CH:6]2[CH2:11][O:10][C:9]([CH3:13])([CH3:12])[CH2:8][C:7]2=O)=O)[CH2:3][CH2:2]1.[C:15]([CH2:17][C:18]([NH2:20])=[O:19])#[N:16].C(NCC)C. Product: [CH:1]1([C:4]2[C:6]3[CH2:11][O:10][C:9]([CH3:13])([CH3:12])[CH2:8][C:7]=3[C:17]([C:15]#[N:16])=[C:18]([OH:19])[N:20]=2)[CH2:3][CH2:2]1. The catalyst class is: 14. (8) Reactant: [F:1][C:2]1[C:3]([F:23])=[C:4]2[O:9][CH2:8][C@H:7]([CH2:10][F:11])[N:6]3[CH:12]=[C:13]([C:18]([O:20][CH2:21][CH3:22])=[O:19])[C:14](=[O:17])[C:15]([CH:16]=1)=[C:5]23.[N+:24]([O-])([O-:26])=[O:25].[K+]. Product: [F:1][C:2]1[C:3]([F:23])=[C:4]2[O:9][CH2:8][C@H:7]([CH2:10][F:11])[N:6]3[CH:12]=[C:13]([C:18]([O:20][CH2:21][CH3:22])=[O:19])[C:14](=[O:17])[C:15]([C:16]=1[N+:24]([O-:26])=[O:25])=[C:5]23. The catalyst class is: 82.